This data is from NCI-60 drug combinations with 297,098 pairs across 59 cell lines. The task is: Regression. Given two drug SMILES strings and cell line genomic features, predict the synergy score measuring deviation from expected non-interaction effect. (1) Drug 1: CC(C1=C(C=CC(=C1Cl)F)Cl)OC2=C(N=CC(=C2)C3=CN(N=C3)C4CCNCC4)N. Drug 2: CC1=C(C=C(C=C1)NC2=NC=CC(=N2)N(C)C3=CC4=NN(C(=C4C=C3)C)C)S(=O)(=O)N.Cl. Cell line: HT29. Synergy scores: CSS=7.60, Synergy_ZIP=-0.374, Synergy_Bliss=4.56, Synergy_Loewe=-5.31, Synergy_HSA=1.48. (2) Drug 1: C1=CC=C(C=C1)NC(=O)CCCCCCC(=O)NO. Drug 2: CC(C)CN1C=NC2=C1C3=CC=CC=C3N=C2N. Cell line: NCI-H522. Synergy scores: CSS=5.75, Synergy_ZIP=1.49, Synergy_Bliss=0.263, Synergy_Loewe=-0.784, Synergy_HSA=-1.38.